Dataset: Forward reaction prediction with 1.9M reactions from USPTO patents (1976-2016). Task: Predict the product of the given reaction. (1) The product is: [C:31]([C:15]1[C:16]2[C:21](=[CH:20][CH:19]=[C:18]([O:24][C:25]3[CH:26]=[CH:27][CH:28]=[CH:29][CH:30]=3)[CH:17]=2)[C:22]([OH:23])=[C:13]([C:11]([NH:10][C@H:8]([CH3:9])[C@H:7]([CH3:33])[C:6]([OH:34])=[O:5])=[O:12])[N:14]=1)#[N:32]. Given the reactants C([O:5][C:6](=[O:34])[C@@H:7]([CH3:33])[C@H:8]([NH:10][C:11]([C:13]1[N:14]=[C:15]([C:31]#[N:32])[C:16]2[C:21]([C:22]=1[OH:23])=[CH:20][CH:19]=[C:18]([O:24][C:25]1[CH:30]=[CH:29][CH:28]=[CH:27][CH:26]=1)[CH:17]=2)=[O:12])[CH3:9])(C)(C)C.FC(F)(F)C(O)=O, predict the reaction product. (2) The product is: [CH2:23]([C:22]([C:19]1[CH:20]=[CH:21][C:16]([C:9]2[C:10]([OH:15])=[C:11]([O:13][CH3:14])[CH:12]=[C:7]([CH2:6][C:5]([OH:43])=[O:4])[CH:8]=2)=[C:17]([CH3:42])[CH:18]=1)([C:25]1[CH:30]=[CH:29][C:28](/[CH:31]=[CH:32]/[C:33]([CH2:34][CH3:35])([OH:36])[CH2:37][CH3:38])=[C:27]([CH3:39])[CH:26]=1)[CH2:40][CH3:41])[CH3:24]. Given the reactants [OH-].[Na+].C[O:4][C:5](=[O:43])[CH2:6][C:7]1[CH:8]=[C:9]([C:16]2[CH:21]=[CH:20][C:19]([C:22]([CH2:40][CH3:41])([C:25]3[CH:30]=[CH:29][C:28](/[CH:31]=[CH:32]/[C:33]([CH2:37][CH3:38])([OH:36])[CH2:34][CH3:35])=[C:27]([CH3:39])[CH:26]=3)[CH2:23][CH3:24])=[CH:18][C:17]=2[CH3:42])[C:10]([OH:15])=[C:11]([O:13][CH3:14])[CH:12]=1.[Cl-].[NH4+], predict the reaction product. (3) Given the reactants [C:1]([C:5]1[CH:9]=[C:8]([NH:10][C:11](=[O:36])[NH:12][C:13]2[C:22]3[C:17](=[CH:18][CH:19]=[CH:20][CH:21]=3)[C:16]([O:23][C:24]3[CH:29]=[CH:28][N:27]=[C:26]([NH:30][C:31](=[O:35])[CH2:32][O:33][CH3:34])[CH:25]=3)=[CH:15][CH:14]=2)[N:7]([C:37]2[CH:42]=[CH:41][C:40]([N+:43]([O-])=O)=[CH:39][CH:38]=2)[N:6]=1)([CH3:4])([CH3:3])[CH3:2].[H][H], predict the reaction product. The product is: [NH2:43][C:40]1[CH:39]=[CH:38][C:37]([N:7]2[C:8]([NH:10][C:11](=[O:36])[NH:12][C:13]3[C:22]4[C:17](=[CH:18][CH:19]=[CH:20][CH:21]=4)[C:16]([O:23][C:24]4[CH:29]=[CH:28][N:27]=[C:26]([NH:30][C:31](=[O:35])[CH2:32][O:33][CH3:34])[CH:25]=4)=[CH:15][CH:14]=3)=[CH:9][C:5]([C:1]([CH3:4])([CH3:3])[CH3:2])=[N:6]2)=[CH:42][CH:41]=1. (4) The product is: [ClH:1].[NH2:39][C:37](=[O:38])[CH2:36][N:14]1[CH2:15][CH2:16][C@@H:11]([C:9]([N:8]([CH2:7][C:6]2[CH:26]=[C:27]([C:29]([F:30])([F:31])[F:32])[CH:28]=[C:4]([C:3]([F:2])([F:33])[F:34])[CH:5]=2)[CH3:25])=[O:10])[C@H:12]([C:17]2[CH:22]=[CH:21][C:20]([F:23])=[CH:19][C:18]=2[CH3:24])[CH2:13]1. Given the reactants [ClH:1].[F:2][C:3]([F:34])([F:33])[C:4]1[CH:5]=[C:6]([CH:26]=[C:27]([C:29]([F:32])([F:31])[F:30])[CH:28]=1)[CH2:7][N:8]([CH3:25])[C:9]([C@@H:11]1[CH2:16][CH2:15][NH:14][CH2:13][C@H:12]1[C:17]1[CH:22]=[CH:21][C:20]([F:23])=[CH:19][C:18]=1[CH3:24])=[O:10].Br[CH2:36][C:37]([NH2:39])=[O:38].[Na+].[I-].Cl.C(OCC)(=O)C, predict the reaction product. (5) Given the reactants [C:1]([NH:4][C:5]1[CH:10]=[CH:9][C:8]([S:11](Cl)(=[O:13])=[O:12])=[C:7]([F:15])[CH:6]=1)(=[O:3])[CH3:2].[NH2:16][C:17]1[CH:18]=[CH:19][C:20]2[CH2:24][O:23][B:22]([OH:25])[C:21]=2[CH:26]=1.C(N(CC)CC)C.Cl, predict the reaction product. The product is: [F:15][C:7]1[CH:6]=[C:5]([NH:4][C:1](=[O:3])[CH3:2])[CH:10]=[CH:9][C:8]=1[S:11](=[O:13])(=[O:12])[NH:16][C:17]1[CH:18]=[CH:19][C:20]2[CH2:24][O:23][B:22]([OH:25])[C:21]=2[CH:26]=1. (6) Given the reactants N1C=CN=C1.[C:6]([O:10][C:11]([C@:13]1([C:24]([O-:26])=[O:25])[CH2:15][C@:14]1([CH2:22][OH:23])[C:16]1[CH:21]=[CH:20][CH:19]=[CH:18][CH:17]=1)=[O:12])([CH3:9])([CH3:8])[CH3:7].[Na+].[Si:28](Cl)([C:31]([CH3:34])([CH3:33])[CH3:32])([CH3:30])[CH3:29].C(=O)([O-])[O-].[K+].[K+], predict the reaction product. The product is: [C:6]([O:10][C:11]([C@:13]1([C:24]([OH:26])=[O:25])[CH2:15][C@:14]1([CH2:22][O:23][Si:28]([C:31]([CH3:34])([CH3:33])[CH3:32])([CH3:30])[CH3:29])[C:16]1[CH:21]=[CH:20][CH:19]=[CH:18][CH:17]=1)=[O:12])([CH3:9])([CH3:7])[CH3:8]. (7) Given the reactants Br[C:2]1[CH:3]=[C:4]2[C:9]([NH:10][C@@H:11]3[CH2:15][CH2:14][C@@:13]([C:17](=[O:19])[NH2:18])([CH3:16])[C:12]3([CH3:21])[CH3:20])=[C:8]([C:22]([NH2:24])=[O:23])[CH:7]=[N:6][N:5]2[CH:25]=1.[CH3:26][O:27][C:28]1[N:33]=[CH:32][C:31](B(O)O)=[CH:30][CH:29]=1.P([O-])([O-])([O-])=O.[K+].[K+].[K+], predict the reaction product. The product is: [C:17]([C@@:13]1([CH3:16])[CH2:14][CH2:15][C@@H:11]([NH:10][C:9]2[C:4]3[N:5]([CH:25]=[C:2]([C:31]4[CH:32]=[N:33][C:28]([O:27][CH3:26])=[CH:29][CH:30]=4)[CH:3]=3)[N:6]=[CH:7][C:8]=2[C:22]([NH2:24])=[O:23])[C:12]1([CH3:21])[CH3:20])(=[O:19])[NH2:18]. (8) Given the reactants [CH:1]1([C:6]([NH:8][NH:9][C:10](=O)[C:11]2[CH:16]=[CH:15][C:14]([C:17]#[C:18][C:19]3[CH:24]=[CH:23][CH:22]=[C:21]([F:25])[CH:20]=3)=[CH:13][CH:12]=2)=[O:7])[CH2:5][CH2:4][CH2:3][CH2:2]1, predict the reaction product. The product is: [CH:1]1([C:6]2[O:7][C:10]([C:11]3[CH:12]=[CH:13][C:14]([C:17]#[C:18][C:19]4[CH:24]=[CH:23][CH:22]=[C:21]([F:25])[CH:20]=4)=[CH:15][CH:16]=3)=[N:9][N:8]=2)[CH2:5][CH2:4][CH2:3][CH2:2]1.